From a dataset of Reaction yield outcomes from USPTO patents with 853,638 reactions. Predict the reaction yield, written as a fraction of the theoretical maximum amount of product (1.0 means a 100% yield; for example, 0.34 means a 34% yield). The reactants are Cl.[CH2:2]([C:6]1[CH:11]=[CH:10][C:9]([C:12]#[C:13][C:14]2[CH:34]=[CH:33][C:17]([CH2:18][NH:19][CH2:20][C:21]3[CH:32]=[CH:31][C:24]([O:25][CH2:26][C:27]([O:29]C)=[O:28])=[CH:23][CH:22]=3)=[CH:16][CH:15]=2)=[CH:8][CH:7]=1)[CH2:3][CH2:4][CH3:5].CCN(C(C)C)C(C)C.[CH:44]1([N:50]=[C:51]=[O:52])[CH2:49][CH2:48][CH2:47][CH2:46][CH2:45]1.C(O)C(N)(CO)CO. The catalyst is C(Cl)Cl. The product is [CH2:2]([C:6]1[CH:7]=[CH:8][C:9]([C:12]#[C:13][C:14]2[CH:15]=[CH:16][C:17]([CH2:18][N:19]([CH2:20][C:21]3[CH:22]=[CH:23][C:24]([O:25][CH2:26][C:27]([OH:29])=[O:28])=[CH:31][CH:32]=3)[C:51]([NH:50][CH:44]3[CH2:49][CH2:48][CH2:47][CH2:46][CH2:45]3)=[O:52])=[CH:33][CH:34]=2)=[CH:10][CH:11]=1)[CH2:3][CH2:4][CH3:5]. The yield is 0.840.